From a dataset of Reaction yield outcomes from USPTO patents with 853,638 reactions. Predict the reaction yield, written as a fraction of the theoretical maximum amount of product (1.0 means a 100% yield; for example, 0.34 means a 34% yield). The reactants are [Br:1][C:2]1[CH:3]=[C:4]([CH3:25])[C:5]([O:8][C:9]2[CH:14]=[C:13]([O:15][CH2:16][CH2:17][O:18][CH3:19])[CH:12]=[CH:11][C:10]=2/[CH:20]=[CH:21]/[C:22]([OH:24])=O)=[N:6][CH:7]=1.CC1C=CC=C([N+]([O-])=O)C=1C(OC(=O)C1C([N+]([O-])=O)=CC=CC=1C)=O.[CH2:51]([S:56]([NH2:59])(=[O:58])=[O:57])[CH2:52][CH2:53][CH2:54][CH3:55].[Cl-].[NH4+]. The catalyst is C(#N)C.CN(C)C1C=CN=CC=1.C(N(CC)CC)C. The product is [Br:1][C:2]1[CH:3]=[C:4]([CH3:25])[C:5]([O:8][C:9]2[CH:14]=[C:13]([O:15][CH2:16][CH2:17][O:18][CH3:19])[CH:12]=[CH:11][C:10]=2/[CH:20]=[CH:21]/[C:22]([NH:59][S:56]([CH2:51][CH2:52][CH2:53][CH2:54][CH3:55])(=[O:58])=[O:57])=[O:24])=[N:6][CH:7]=1. The yield is 0.830.